From a dataset of Catalyst prediction with 721,799 reactions and 888 catalyst types from USPTO. Predict which catalyst facilitates the given reaction. (1) Reactant: [CH3:1][O:2][C:3]1[CH:8]=[C:7]([N+:9]([O-])=O)[CH:6]=[C:5]([CH2:12][O:13][CH3:14])[CH:4]=1. Product: [CH3:1][O:2][C:3]1[CH:8]=[C:7]([CH:6]=[C:5]([CH2:12][O:13][CH3:14])[CH:4]=1)[NH2:9]. The catalyst class is: 19. (2) Reactant: [C:1]1([C:15]2[CH:20]=[CH:19][CH:18]=[CH:17][CH:16]=2)[CH:6]=[CH:5][CH:4]=[C:3]([N:7]2[CH:11]=[C:10]([C:12](Cl)=[O:13])[N:9]=[CH:8]2)[CH:2]=1.C(N(CC)CC)C.Cl.[CH3:29][NH:30][O:31][CH3:32]. Product: [CH3:32][O:31][N:30]([CH3:29])[C:12]([C:10]1[N:9]=[CH:8][N:7]([C:3]2[CH:2]=[C:1]([C:15]3[CH:20]=[CH:19][CH:18]=[CH:17][CH:16]=3)[CH:6]=[CH:5][CH:4]=2)[CH:11]=1)=[O:13]. The catalyst class is: 4. (3) Reactant: [CH3:1][O:2][CH2:3][CH:4]([CH3:29])[O:5][C:6]1[CH:7]=[C:8]([O:18][C:19]2[CH:20]=[N:21][C:22]([S:25]([CH3:28])(=[O:27])=[O:26])=[CH:23][CH:24]=2)[CH:9]=[C:10]2[C:14]=1[NH:13][C:12]([C:15](O)=[O:16])=[CH:11]2.O[N:31]1C2C=CC=CC=2N=N1.Cl.C(N=C=NCCCN(C)C)C.[OH-].[NH4+]. Product: [CH3:1][O:2][CH2:3][CH:4]([CH3:29])[O:5][C:6]1[CH:7]=[C:8]([O:18][C:19]2[CH:20]=[N:21][C:22]([S:25]([CH3:28])(=[O:27])=[O:26])=[CH:23][CH:24]=2)[CH:9]=[C:10]2[C:14]=1[NH:13][C:12]([C:15]([NH2:31])=[O:16])=[CH:11]2. The catalyst class is: 145. (4) Reactant: Cl[C:2]1[CH:7]=[C:6]([C:8]2[C:16]3[O:15][N:14]=[C:13]([NH2:17])[C:12]=3[CH:11]=[CH:10][CH:9]=2)[N:5]=[C:4]2[N:18]([CH3:21])[N:19]=[CH:20][C:3]=12.[CH3:22][S:23]([C:26]1[CH:31]=[CH:30][C:29]([OH:32])=[CH:28][CH:27]=1)(=[O:25])=[O:24].C(=O)([O-])[O-].[K+].[K+]. Product: [CH3:21][N:18]1[C:4]2=[N:5][C:6]([C:8]3[C:16]4[O:15][N:14]=[C:13]([NH2:17])[C:12]=4[CH:11]=[CH:10][CH:9]=3)=[CH:7][C:2]([O:32][C:29]3[CH:28]=[CH:27][C:26]([S:23]([CH3:22])(=[O:25])=[O:24])=[CH:31][CH:30]=3)=[C:3]2[CH:20]=[N:19]1. The catalyst class is: 3.